Dataset: Peptide-MHC class I binding affinity with 185,985 pairs from IEDB/IMGT. Task: Regression. Given a peptide amino acid sequence and an MHC pseudo amino acid sequence, predict their binding affinity value. This is MHC class I binding data. (1) The peptide sequence is SWPKFAVPNL. The MHC is Patr-A0901 with pseudo-sequence Patr-A0901. The binding affinity (normalized) is 1.00. (2) The MHC is HLA-B40:01 with pseudo-sequence HLA-B40:01. The binding affinity (normalized) is 0.631. The peptide sequence is IELITTIGF. (3) The peptide sequence is LLVPFVQWFV. The MHC is HLA-A02:02 with pseudo-sequence HLA-A02:02. The binding affinity (normalized) is 1.00. (4) The peptide sequence is ELIKELPGY. The MHC is HLA-B40:01 with pseudo-sequence HLA-B40:01. The binding affinity (normalized) is 0.0847. (5) The peptide sequence is YLDMVLAFL. The MHC is HLA-B15:01 with pseudo-sequence HLA-B15:01. The binding affinity (normalized) is 0.0847.